From a dataset of CYP2C9 inhibition data for predicting drug metabolism from PubChem BioAssay. Regression/Classification. Given a drug SMILES string, predict its absorption, distribution, metabolism, or excretion properties. Task type varies by dataset: regression for continuous measurements (e.g., permeability, clearance, half-life) or binary classification for categorical outcomes (e.g., BBB penetration, CYP inhibition). Dataset: cyp2c9_veith. (1) The drug is CS(=O)(=O)Nc1ccc(S(=O)(=O)N2CCOCC2)cc1. The result is 0 (non-inhibitor). (2) The compound is Cc1ccc(C)c(C(=O)COC(=O)c2ccccc2N2C(=O)C3C4CCC(C4)C3C2=O)c1. The result is 1 (inhibitor). (3) The molecule is Oc1[nH]c2ccccc2c1N=Nc1ccc(C(F)(F)F)cn1. The result is 0 (non-inhibitor). (4) The drug is CN1CCC[C@@H]1c1cccnc1.O=C(O)[C@@H](O)[C@@H](O)C(=O)O.O=C(O)[C@@H](O)[C@@H](O)C(=O)O. The result is 0 (non-inhibitor). (5) The result is 0 (non-inhibitor). The molecule is C[n+]1ccc(/C=C/c2ccc(Br)cc2)cc1.[I-]. (6) The compound is Cc1nc2cnc(Nc3ccccc3)nc2n(CCC#N)c1=O. The result is 0 (non-inhibitor). (7) The molecule is O=C(CCn1c(=S)[nH]c2ccccc2c1=O)NCCCN1CCOCC1. The result is 0 (non-inhibitor).